From a dataset of Forward reaction prediction with 1.9M reactions from USPTO patents (1976-2016). Predict the product of the given reaction. Given the reactants [F:1][C:2]1[CH:3]=[CH:4][C:5]([CH3:19])=[C:6]([C:8]2[CH:17]=[C:16]3[C:11]([CH:12]=[C:13]([NH2:18])[N:14]=[CH:15]3)=[CH:10][CH:9]=2)[CH:7]=1.CN(C)C=O.[H-].[Na+].[CH:27]1([CH2:30]Br)[CH2:29][CH2:28]1, predict the reaction product. The product is: [CH:27]1([CH2:30][NH:18][C:13]2[N:14]=[CH:15][C:16]3[C:11]([CH:12]=2)=[CH:10][CH:9]=[C:8]([C:6]2[CH:7]=[C:2]([F:1])[CH:3]=[CH:4][C:5]=2[CH3:19])[CH:17]=3)[CH2:29][CH2:28]1.